This data is from Reaction yield outcomes from USPTO patents with 853,638 reactions. The task is: Predict the reaction yield, written as a fraction of the theoretical maximum amount of product (1.0 means a 100% yield; for example, 0.34 means a 34% yield). The reactants are [F:1][C:2]([F:10])([F:9])[C:3]1[S:7][C:6](N)=[N:5][CH:4]=1.[C:11]([Cu])#[N:12]. No catalyst specified. The product is [F:1][C:2]([F:10])([F:9])[C:3]1[S:7][C:6]([C:11]#[N:12])=[N:5][CH:4]=1. The yield is 0.470.